This data is from Catalyst prediction with 721,799 reactions and 888 catalyst types from USPTO. The task is: Predict which catalyst facilitates the given reaction. (1) Reactant: [NH2:1][C:2]1[N:7]=[C:6]([CH3:8])[C:5]([CH2:9][C:10]2[CH:20]=[CH:19][C:13]([O:14][CH2:15][CH2:16][CH2:17]O)=[CH:12][CH:11]=2)=[C:4]([NH:21][CH2:22][CH2:23][CH2:24][CH2:25][CH3:26])[N:3]=1.C(Cl)[Cl:28]. Product: [Cl:28][CH2:17][CH2:16][CH2:15][O:14][C:13]1[CH:19]=[CH:20][C:10]([CH2:9][C:5]2[C:4]([NH:21][CH2:22][CH2:23][CH2:24][CH2:25][CH3:26])=[N:3][C:2]([NH2:1])=[N:7][C:6]=2[CH3:8])=[CH:11][CH:12]=1. The catalyst class is: 820. (2) Reactant: I[C:2]1[CH:28]=[CH:27][C:5]2[N:6]([CH2:9][C:10]3[CH:26]=[CH:25][C:13]4[N:14]=[C:15]([NH:17][C@@H:18]5[CH2:23][CH2:22][CH2:21][CH2:20][C@H:19]5[OH:24])[S:16][C:12]=4[CH:11]=3)[CH:7]=[N:8][C:4]=2[CH:3]=1.[NH:29]1[CH:33]=[CH:32][N:31]=[CH:30]1.C(=O)([O-])[O-].[K+].[K+].CN(C)[C@@H]1CCCC[C@H]1N. Product: [N:29]1([C:2]2[CH:28]=[CH:27][C:5]3[N:6]([CH2:9][C:10]4[CH:26]=[CH:25][C:13]5[N:14]=[C:15]([NH:17][C@@H:18]6[CH2:23][CH2:22][CH2:21][CH2:20][C@H:19]6[OH:24])[S:16][C:12]=5[CH:11]=4)[CH:7]=[N:8][C:4]=3[CH:3]=2)[CH:33]=[CH:32][N:31]=[CH:30]1. The catalyst class is: 471. (3) The catalyst class is: 36. Product: [CH3:1][C:2]1[N:3]=[C:4]2[C:9]([N:10]3[CH2:15][CH2:14][O:13][CH2:12][CH2:11]3)=[CH:8][C:7]([C:16]3[CH:21]=[CH:20][CH:19]=[CH:18][C:17]=3[C:22]([F:23])([F:25])[F:24])=[N:6][N:5]2[C:26]=1[C:27]([OH:29])=[O:28]. Reactant: [CH3:1][C:2]1[N:3]=[C:4]2[C:9]([N:10]3[CH2:15][CH2:14][O:13][CH2:12][CH2:11]3)=[CH:8][C:7]([C:16]3[CH:21]=[CH:20][CH:19]=[CH:18][C:17]=3[C:22]([F:25])([F:24])[F:23])=[N:6][N:5]2[C:26]=1[C:27]([O:29]CC)=[O:28].[OH-].[Li+].Cl. (4) Reactant: [CH3:1][O:2][C:3](=[O:28])[C:4]1[CH:9]=[CH:8][CH:7]=[C:6]([CH2:10][O:11][C:12]2[CH:17]=[CH:16][C:15]([C:18]3[CH:23]=[C:22]([F:24])[C:21]([F:25])=[CH:20][C:19]=3[CH3:26])=[CH:14][CH:13]=2)[C:5]=1Br.[C:29]([O:33][C:34]([N:36]([CH3:38])[NH2:37])=[O:35])([CH3:32])([CH3:31])[CH3:30].C(=O)([O-])[O-].[Cs+].[Cs+].F[B-](F)(F)F.C([PH+](C(C)(C)C)C(C)(C)C)(C)(C)C. Product: [CH3:1][O:2][C:3](=[O:28])[C:4]1[CH:9]=[CH:8][CH:7]=[C:6]([CH2:10][O:11][C:12]2[CH:17]=[CH:16][C:15]([C:18]3[CH:23]=[C:22]([F:24])[C:21]([F:25])=[CH:20][C:19]=3[CH3:26])=[CH:14][CH:13]=2)[C:5]=1[NH:37][N:36]([C:34]([O:33][C:29]([CH3:32])([CH3:31])[CH3:30])=[O:35])[CH3:38]. The catalyst class is: 164. (5) Reactant: [OH:1][C:2]1[CH:3]=[C:4]([C:8]2([C:16]3[CH:17]=[C:18]([C:22]4[CH:27]=[CH:26][CH:25]=[C:24]([O:28][CH3:29])[CH:23]=4)[CH:19]=[CH:20][CH:21]=3)[NH:12][C:11](=[S:13])[N:10]([CH3:14])[C:9]2=[O:15])[CH:5]=[CH:6][CH:7]=1.[F:30][C:31]([F:50])([F:49])[S:32](N(C1C=CC=CC=1)[S:32]([C:31]([F:50])([F:49])[F:30])(=[O:34])=[O:33])(=[O:34])=[O:33].C(=O)([O-])[O-].[K+].[K+]. Product: [F:30][C:31]([F:50])([F:49])[S:32]([O:1][C:2]1[CH:7]=[CH:6][CH:5]=[C:4]([C:8]2([C:16]3[CH:17]=[C:18]([C:22]4[CH:27]=[CH:26][CH:25]=[C:24]([O:28][CH3:29])[CH:23]=4)[CH:19]=[CH:20][CH:21]=3)[C:9](=[O:15])[N:10]([CH3:14])[C:11](=[S:13])[NH:12]2)[CH:3]=1)(=[O:34])=[O:33]. The catalyst class is: 7. (6) Reactant: [CH2:1]([O:3][C:4]1[C:12]([CH:13]([CH3:15])[CH3:14])=[CH:11][CH:10]=[CH:9][C:5]=1[CH2:6]CN)[CH3:2].C(N(C(C)C)CC)(C)C.[OH2:25].O[N:27]1[C:31]2[CH:32]=[CH:33][CH:34]=[CH:35][C:30]=2N=N1.Cl.[CH3:37][N:38](C)[CH2:39][CH2:40][CH2:41]N=C=NCC.C[N:49]([CH:51]=[O:52])[CH3:50]. Product: [CH2:1]([O:3][C:4]1[C:12]([CH:13]([CH3:14])[CH3:15])=[CH:11][CH:10]=[CH:9][C:5]=1[CH2:6][N:38]([CH3:37])[C:39](=[O:25])/[CH:40]=[CH:41]/[C:32]1[CH:31]=[N:27][C:50]2[NH:49][C:51](=[O:52])[CH2:30][CH2:35][C:34]=2[CH:33]=1)[CH3:2]. The catalyst class is: 6.